Task: Predict the product of the given reaction.. Dataset: Forward reaction prediction with 1.9M reactions from USPTO patents (1976-2016) (1) Given the reactants [F:1][C:2]1[CH:7]=[CH:6][C:5]([O:8][CH3:9])=[CH:4][C:3]=1[C:10]1[CH:15]=[CH:14][C:13]([C:16]([O:18][CH3:19])=[O:17])=[CH:12][C:11]=1[CH2:20][OH:21].[H-].[Na+].[CH2:24](I)[CH3:25], predict the reaction product. The product is: [CH2:24]([O:21][CH2:20][C:11]1[CH:12]=[C:13]([C:16]([O:18][CH3:19])=[O:17])[CH:14]=[CH:15][C:10]=1[C:3]1[CH:4]=[C:5]([O:8][CH3:9])[CH:6]=[CH:7][C:2]=1[F:1])[CH3:25]. (2) Given the reactants [N:1]1[CH:6]=[CH:5][CH:4]=[CH:3][C:2]=1[C:7]1[CH:12]=[CH:11][C:10]([CH2:13][C:14]([O:16]C)=[O:15])=[CH:9][CH:8]=1.O1CCCC1.[OH-].[K+], predict the reaction product. The product is: [N:1]1[CH:6]=[CH:5][CH:4]=[CH:3][C:2]=1[C:7]1[CH:12]=[CH:11][C:10]([CH2:13][C:14]([OH:16])=[O:15])=[CH:9][CH:8]=1. (3) Given the reactants Br[C:2]1[C:11]2[C:6](=[CH:7][CH:8]=[CH:9][CH:10]=2)[N:5]=[C:4]([CH2:12][O:13][CH2:14][C:15]2([C:28]3[CH:33]=[CH:32][CH:31]=[CH:30][CH:29]=3)[CH2:20][CH2:19][N:18](C(OC(C)(C)C)=O)[CH2:17][CH2:16]2)[CH:3]=1.[CH3:34][NH:35][CH3:36].FC(F)(F)C(O)=O.C(Cl)Cl, predict the reaction product. The product is: [CH3:34][N:35]([CH3:36])[C:2]1[C:11]2[C:6](=[CH:7][CH:8]=[CH:9][CH:10]=2)[N:5]=[C:4]([CH2:12][O:13][CH2:14][C:15]2([C:28]3[CH:29]=[CH:30][CH:31]=[CH:32][CH:33]=3)[CH2:20][CH2:19][NH:18][CH2:17][CH2:16]2)[CH:3]=1. (4) Given the reactants [CH3:1][C:2]1[CH:7]=[CH:6][C:5]([C:8]2[N:12]=[C:11]([CH2:13][CH2:14][C:15](=[O:17])[CH3:16])[O:10][N:9]=2)=[CH:4][C:3]=1[NH:18][C:19](=[O:25])[O:20][C:21]([CH3:24])([CH3:23])[CH3:22].[CH3:26][Mg+].[Br-], predict the reaction product. The product is: [OH:17][C:15]([CH3:26])([CH3:16])[CH2:14][CH2:13][C:11]1[O:10][N:9]=[C:8]([C:5]2[CH:6]=[CH:7][C:2]([CH3:1])=[C:3]([NH:18][C:19](=[O:25])[O:20][C:21]([CH3:24])([CH3:23])[CH3:22])[CH:4]=2)[N:12]=1. (5) The product is: [CH2:1]([C:5]1[N:6]([CH2:18][CH2:19][CH2:20][NH:21][S:28]([C:22]2[CH:27]=[CH:26][CH:25]=[CH:24][CH:23]=2)(=[O:30])=[O:29])[C:7]2[C:16]3[CH:15]=[CH:14][CH:13]=[CH:12][C:11]=3[N:10]=[CH:9][C:8]=2[N:17]=1)[CH2:2][CH2:3][CH3:4]. Given the reactants [CH2:1]([C:5]1[N:6]([CH2:18][CH2:19][CH2:20][NH2:21])[C:7]2[C:16]3[CH:15]=[CH:14][CH:13]=[CH:12][C:11]=3[N:10]=[CH:9][C:8]=2[N:17]=1)[CH2:2][CH2:3][CH3:4].[C:22]1([S:28](Cl)(=[O:30])=[O:29])[CH:27]=[CH:26][CH:25]=[CH:24][CH:23]=1, predict the reaction product. (6) Given the reactants [Cl:1][C:2]1[CH:7]=[C:6]([NH:8][C:9]2[CH:14]=[CH:13][CH:12]=[C:11]([N+:15]([O-:17])=[O:16])[CH:10]=2)[CH:5]=[CH:4][N:3]=1.CCN([CH2:23][CH3:24])CC.[O:25](C(OC(C)(C)C)=O)[C:26]([O:28][C:29](C)(C)[CH3:30])=O, predict the reaction product. The product is: [Cl:1][C:2]1[CH:7]=[C:6]([N:8]([C:9]2[CH:14]=[CH:13][CH:12]=[C:11]([N+:15]([O-:17])=[O:16])[CH:10]=2)[C:26](=[O:25])[O:28][CH2:29][CH2:30][CH2:23][CH3:24])[CH:5]=[CH:4][N:3]=1. (7) Given the reactants Br[C:2]1[C:3](=[O:15])[C:4]([CH3:14])([CH3:13])[O:5][C:6]=1[C:7]1[CH:12]=[CH:11][N:10]=[CH:9][CH:8]=1.CC1(C)C(C)(C)OB([C:24]2[CH:41]=[CH:40][C:27]([O:28][CH2:29][C:30]3[CH:39]=[CH:38][C:37]4[C:32](=[CH:33][CH:34]=[CH:35][CH:36]=4)[N:31]=3)=[CH:26][CH:25]=2)O1.C([O-])([O-])=O.[Cs+].[Cs+], predict the reaction product. The product is: [CH3:13][C:4]1([CH3:14])[C:3](=[O:15])[C:2]([C:24]2[CH:25]=[CH:26][C:27]([O:28][CH2:29][C:30]3[CH:39]=[CH:38][C:37]4[C:32](=[CH:33][CH:34]=[CH:35][CH:36]=4)[N:31]=3)=[CH:40][CH:41]=2)=[C:6]([C:7]2[CH:12]=[CH:11][N:10]=[CH:9][CH:8]=2)[O:5]1. (8) Given the reactants [C:1]([C:3]1[C:7]2[CH:8]=[C:9]([O:12][CH3:13])[CH:10]=[CH:11][C:6]=2[O:5][C:4]=1[CH:14]([NH:21][C:22]1[CH:27]=[CH:26][C:25]([C:28]([N:30]([CH3:38])[CH2:31][CH2:32][C:33]([O:35]CC)=[O:34])=[O:29])=[CH:24][CH:23]=1)[CH:15]1[CH2:20][CH2:19][CH2:18][CH2:17][CH2:16]1)#[N:2].O1CCCC1.[OH-].[Na+], predict the reaction product. The product is: [C:1]([C:3]1[C:7]2[CH:8]=[C:9]([O:12][CH3:13])[CH:10]=[CH:11][C:6]=2[O:5][C:4]=1[CH:14]([NH:21][C:22]1[CH:23]=[CH:24][C:25]([C:28]([N:30]([CH3:38])[CH2:31][CH2:32][C:33]([OH:35])=[O:34])=[O:29])=[CH:26][CH:27]=1)[CH:15]1[CH2:20][CH2:19][CH2:18][CH2:17][CH2:16]1)#[N:2].